From a dataset of Reaction yield outcomes from USPTO patents with 853,638 reactions. Predict the reaction yield, written as a fraction of the theoretical maximum amount of product (1.0 means a 100% yield; for example, 0.34 means a 34% yield). (1) The reactants are [F:1][C:2]([F:39])([F:38])[C:3]1[CH:4]=[C:5]([CH:31]=[C:32]([C:34]([F:37])([F:36])[F:35])[CH:33]=1)[CH2:6][N:7]([CH2:14][C:15]1[CH:16]=[C:17]2[C:28]([CH3:29])=[N:27][N:26]([CH3:30])[C:18]2=[N:19][C:20]=1[NH:21][CH2:22][CH:23]1[CH2:25][CH2:24]1)[C:8]1[N:9]=[N:10][N:11]([CH3:13])[N:12]=1.C(N(CC)CC)C.[CH:47]1([C:50](Cl)=[O:51])[CH2:49][CH2:48]1. The catalyst is C1COCC1.C(OCC)(=O)C. The product is [F:38][C:2]([F:1])([F:39])[C:3]1[CH:4]=[C:5]([CH:31]=[C:32]([C:34]([F:35])([F:36])[F:37])[CH:33]=1)[CH2:6][N:7]([CH2:14][C:15]1[CH:16]=[C:17]2[C:28]([CH3:29])=[N:27][N:26]([CH3:30])[C:18]2=[N:19][C:20]=1[N:21]([CH2:22][CH:23]1[CH2:24][CH2:25]1)[C:50]([CH:47]1[CH2:49][CH2:48]1)=[O:51])[C:8]1[N:9]=[N:10][N:11]([CH3:13])[N:12]=1. The yield is 0.525. (2) The reactants are C([O:3][C:4]([C:6]1[C:7]2[CH2:14][CH2:13][C:12](=[O:15])[C:8]=2[NH:9][C:10]=1[CH3:11])=[O:5])C.Cl. The catalyst is [Li+].[OH-]. The product is [CH3:11][C:10]1[NH:9][C:8]2[C:12](=[O:15])[CH2:13][CH2:14][C:7]=2[C:6]=1[C:4]([OH:5])=[O:3]. The yield is 0.910. (3) The reactants are [CH3:1][O:2][C:3]([C:5]1[C:13]2[N:12]=[C:11]([NH2:14])[NH:10][C:9]=2[CH:8]=[CH:7][CH:6]=1)=[O:4].[CH2:15](Br)[C:16]1[CH:21]=[CH:20][CH:19]=[CH:18][CH:17]=1. The catalyst is CS(C)=O. The product is [CH3:1][O:2][C:3]([C:5]1[C:13]2[N:12]=[C:11]([NH2:14])[N:10]([CH2:15][C:16]3[CH:21]=[CH:20][CH:19]=[CH:18][CH:17]=3)[C:9]=2[CH:8]=[CH:7][CH:6]=1)=[O:4]. The yield is 0.550. (4) The reactants are [C:1](=O)([O-])[O-].[Na+].[Na+].CI.[F:9][C:10]([F:47])([F:46])[C:11]1[CH:12]=[C:13]([CH:39]=[C:40]([C:42]([F:45])([F:44])[F:43])[CH:41]=1)[CH2:14][N:15]([C:34]1[NH:38][N:37]=[N:36][N:35]=1)[CH:16]1[CH2:22][CH2:21][CH2:20][N:19]([C:23]([O:25][CH:26]([CH3:28])[CH3:27])=[O:24])[C:18]2[CH:29]=[C:30]([Cl:33])[CH:31]=[CH:32][C:17]1=2.O. The catalyst is CN(C)C=O.CC(C)=O.ClCCl. The product is [F:45][C:42]([F:43])([F:44])[C:40]1[CH:39]=[C:13]([CH:12]=[C:11]([C:10]([F:9])([F:46])[F:47])[CH:41]=1)[CH2:14][N:15]([C:34]1[N:35]=[N:36][N:37]([CH3:1])[N:38]=1)[CH:16]1[CH2:22][CH2:21][CH2:20][N:19]([C:23]([O:25][CH:26]([CH3:28])[CH3:27])=[O:24])[C:18]2[CH:29]=[C:30]([Cl:33])[CH:31]=[CH:32][C:17]1=2. The yield is 0.700. (5) The reactants are CO[C:3](=[O:18])[C:4]1[CH:9]=[CH:8][CH:7]=[CH:6][C:5]=1[O:10][CH2:11][CH2:12][N:13]1[CH2:17][CH2:16][CH2:15][CH2:14]1.[OH-].[Na+].[F:21][C:22]1[CH:27]=[CH:26][C:25]([NH:28][C:29]([C:31]2[C:35]([NH2:36])=[CH:34][NH:33][N:32]=2)=[O:30])=[CH:24][CH:23]=1.C(Cl)CCl.C1C=CC2N(O)N=NC=2C=1. The catalyst is CS(C)=O.O. The product is [F:21][C:22]1[CH:23]=[CH:24][C:25]([NH:28][C:29]([C:31]2[C:35]([NH:36][C:3](=[O:18])[C:4]3[CH:9]=[CH:8][CH:7]=[CH:6][C:5]=3[O:10][CH2:11][CH2:12][N:13]3[CH2:14][CH2:15][CH2:16][CH2:17]3)=[CH:34][NH:33][N:32]=2)=[O:30])=[CH:26][CH:27]=1. The yield is 0.140. (6) The reactants are C(O)=O.[C:4]([O:7][C:8](=O)[CH3:9])(=[O:6])C.[C:11]([O:15][C:16](=[O:36])[NH:17][C@@H:18]([CH2:26][NH:27]OCC1C=CC=CC=1)[CH2:19][C:20]1[CH:25]=[CH:24][CH:23]=[CH:22][CH:21]=1)([CH3:14])([CH3:13])[CH3:12].C([O-])(O)=O.[Na+]. The catalyst is ClCCl. The product is [C:11]([O:15][C:16](=[O:36])[NH:17][C@@H:18]([CH2:26][NH:27][C:4]([O:7][CH2:8][C:9]1[CH:21]=[CH:20][CH:19]=[CH:18][CH:26]=1)=[O:6])[CH2:19][C:20]1[CH:25]=[CH:24][CH:23]=[CH:22][CH:21]=1)([CH3:12])([CH3:13])[CH3:14]. The yield is 0.860. (7) The reactants are N(C(OC(C)C)=O)=NC(OC(C)C)=O.[CH3:15][C:16]1[N:21]=[C:20]([OH:22])[CH:19]=[CH:18][C:17]=1[N+:23]([O-:25])=[O:24].[C:26]([O:30][C:31]([N:33]1[CH2:38][CH2:37][CH:36](O)[CH2:35][CH2:34]1)=[O:32])([CH3:29])([CH3:28])[CH3:27].C1(P(C2C=CC=CC=2)C2C=CC=CC=2)C=CC=CC=1. The catalyst is C1COCC1. The product is [C:26]([O:30][C:31]([N:33]1[CH2:38][CH2:37][CH:36]([O:22][C:20]2[CH:19]=[CH:18][C:17]([N+:23]([O-:25])=[O:24])=[C:16]([CH3:15])[N:21]=2)[CH2:35][CH2:34]1)=[O:32])([CH3:29])([CH3:27])[CH3:28]. The yield is 0.800. (8) The reactants are [Br:1][C:2]1[CH:3]=[C:4]([NH2:16])[C:5]([NH:8][CH2:9][CH2:10][O:11][C:12]([F:15])([F:14])[F:13])=[CH:6][CH:7]=1.[C:17]([CH2:21][C:22](Cl)=[O:23])([CH3:20])([CH3:19])[CH3:18]. The catalyst is C(OCC)(=O)C. The product is [Br:1][C:2]1[CH:7]=[CH:6][C:5]([NH:8][CH2:9][CH2:10][O:11][C:12]([F:13])([F:15])[F:14])=[C:4]([NH:16][C:22](=[O:23])[CH2:21][C:17]([CH3:20])([CH3:19])[CH3:18])[CH:3]=1. The yield is 0.730.